Dataset: Full USPTO retrosynthesis dataset with 1.9M reactions from patents (1976-2016). Task: Predict the reactants needed to synthesize the given product. (1) Given the product [F:13][C:10]1[CH:9]=[CH:8][C:7]([C:6]2[N:5]([CH2:14][CH:15]3[CH2:19][CH2:18][CH:17]([OH:20])[CH2:16]3)[N:4]=[C:3]([CH3:27])[C:2]=2[C:36]2[CH:37]=[CH:38][C:39]3[O:44][CH2:43][C:42](=[O:45])[NH:41][C:40]=3[CH:46]=2)=[CH:12][CH:11]=1, predict the reactants needed to synthesize it. The reactants are: Br[C:2]1[C:3]([CH3:27])=[N:4][N:5]([CH2:14][CH:15]2[CH2:19][CH2:18][CH:17]([O:20]C3CCCCO3)[CH2:16]2)[C:6]=1[C:7]1[CH:12]=[CH:11][C:10]([F:13])=[CH:9][CH:8]=1.CC1(C)C(C)(C)OB([C:36]2[CH:37]=[CH:38][C:39]3[O:44][CH2:43][C:42](=[O:45])[NH:41][C:40]=3[CH:46]=2)O1.C(=O)([O-])[O-].[Cs+].[Cs+]. (2) Given the product [CH2:14]([N:18]1[CH2:19][CH2:20][N:21]([C:24]2[CH:25]=[C:26]([O:37][CH3:38])[CH:27]=[C:28]3[C:33]=2[O:32][CH:31]([C:34]([NH:13][C:10]2[CH:9]=[CH:8][C:7]([N:1]4[CH2:2][CH2:3][O:4][CH2:5][CH2:6]4)=[CH:12][CH:11]=2)=[O:35])[CH2:30][CH2:29]3)[CH2:22][CH2:23]1)[CH2:15][CH2:16][CH3:17], predict the reactants needed to synthesize it. The reactants are: [N:1]1([C:7]2[CH:12]=[CH:11][C:10]([NH2:13])=[CH:9][CH:8]=2)[CH2:6][CH2:5][O:4][CH2:3][CH2:2]1.[CH2:14]([N:18]1[CH2:23][CH2:22][N:21]([C:24]2[CH:25]=[C:26]([O:37][CH3:38])[CH:27]=[C:28]3[C:33]=2[O:32][CH:31]([C:34](O)=[O:35])[CH2:30][CH2:29]3)[CH2:20][CH2:19]1)[CH2:15][CH2:16][CH3:17].